Dataset: Forward reaction prediction with 1.9M reactions from USPTO patents (1976-2016). Task: Predict the product of the given reaction. Given the reactants [N+:1]([C:4]1[C:13]2[C:8](=[CH:9][CH:10]=[CH:11][CH:12]=2)[C:7]([O:14][C:15]2[N:20]=[CH:19][N:18]=[C:17]([NH2:21])[CH:16]=2)=[CH:6][CH:5]=1)([O-:3])=[O:2].CN1CCOCC1.[C:29](Cl)(=[O:34])[O:30][C:31]([CH3:33])=[CH2:32], predict the reaction product. The product is: [N+:1]([C:4]1[C:13]2[C:8](=[CH:9][CH:10]=[CH:11][CH:12]=2)[C:7]([O:14][C:15]2[N:20]=[CH:19][N:18]=[C:17]([NH:21][C:29](=[O:34])[O:30][C:31]([CH3:33])=[CH2:32])[CH:16]=2)=[CH:6][CH:5]=1)([O-:3])=[O:2].